This data is from Reaction yield outcomes from USPTO patents with 853,638 reactions. The task is: Predict the reaction yield, written as a fraction of the theoretical maximum amount of product (1.0 means a 100% yield; for example, 0.34 means a 34% yield). (1) The reactants are N[C:2]1[C:10]2[O:9][CH:8]([CH3:11])[CH2:7][C:6]=2[C:5]2[C:12]([C:22]([NH:24][CH3:25])=[O:23])=[C:13]([C:15]3[CH:20]=[CH:19][C:18]([F:21])=[CH:17][CH:16]=3)[O:14][C:4]=2[CH:3]=1.[CH2:26]=O.Cl.[C:29]([BH3-])#[N:30].[Na+]. The catalyst is CO.O. The product is [CH3:26][N:30]([CH3:29])[C:2]1[C:10]2[O:9][CH:8]([CH3:11])[CH2:7][C:6]=2[C:5]2[C:12]([C:22]([NH:24][CH3:25])=[O:23])=[C:13]([C:15]3[CH:20]=[CH:19][C:18]([F:21])=[CH:17][CH:16]=3)[O:14][C:4]=2[CH:3]=1. The yield is 0.180. (2) The reactants are Br[CH2:2][C:3]([C:5]1[C:14]([F:15])=[CH:13][CH:12]=[C:11]2[C:6]=1[N:7]=[C:8]([NH:17][CH:18]1[CH2:20][CH2:19]1)[C:9]([CH3:16])=[N:10]2)=[O:4].[C:21]([O:25][C:26]([NH:28][C@@H:29]([C@H:38]([O:40][Si:41]([C:44]([CH3:47])([CH3:46])[CH3:45])([CH3:43])[CH3:42])[CH3:39])[C:30](=[O:37])[CH2:31][C:32]([O:34][CH2:35][CH3:36])=[O:33])=[O:27])([CH3:24])([CH3:23])[CH3:22].C([O-])([O-])=O.[K+].[K+]. The catalyst is CN(C=O)C. The product is [C:21]([O:25][C:26]([NH:28][C@@H:29]([C@H:38]([O:40][Si:41]([C:44]([CH3:46])([CH3:45])[CH3:47])([CH3:42])[CH3:43])[CH3:39])[C:30](=[O:37])[CH:31]([CH2:2][C:3]([C:5]1[C:14]([F:15])=[CH:13][CH:12]=[C:11]2[C:6]=1[N:7]=[C:8]([NH:17][CH:18]1[CH2:20][CH2:19]1)[C:9]([CH3:16])=[N:10]2)=[O:4])[C:32]([O:34][CH2:35][CH3:36])=[O:33])=[O:27])([CH3:24])([CH3:22])[CH3:23]. The yield is 0.220. (3) The reactants are [CH3:1][O:2][C:3]1[C:12]2[C:7](=[CH:8][CH:9]=[CH:10][CH:11]=2)[CH:6]=[CH:5][C:4]=1[C:13]1[C:22]([N+:23]([O-])=O)=[CH:21][CH:20]=[CH:19][C:14]=1[C:15]([O:17][CH3:18])=[O:16]. The catalyst is P(OC1C=CC=CC=1)(OC1C=CC=CC=1)OC1C=CC=CC=1. The yield is 0.270. The product is [CH3:1][O:2][C:3]1[C:4]2[C:13]3[C:14]([C:15]([O:17][CH3:18])=[O:16])=[CH:19][CH:20]=[CH:21][C:22]=3[NH:23][C:5]=2[CH:6]=[C:7]2[CH:8]=[CH:9][CH:10]=[CH:11][C:12]=12. (4) The reactants are C[Si]([N-][Si](C)(C)C)(C)C.[Li+].[C:11]([C:14]1[CH:15]=[C:16]([CH:21]=[C:22]([Br:25])[C:23]=1[OH:24])[C:17]([O:19][CH3:20])=[O:18])(=[O:13])[CH3:12].[N:26]1([C:32](Cl)=[O:33])[CH2:31][CH2:30][O:29][CH2:28][CH2:27]1.Cl. The catalyst is C1COCC1.O.C(Cl)Cl. The yield is 0.900. The product is [Br:25][C:22]1[CH:21]=[C:16]([CH:15]=[C:14]([C:11](=[O:13])[CH2:12][C:32]([N:26]2[CH2:31][CH2:30][O:29][CH2:28][CH2:27]2)=[O:33])[C:23]=1[OH:24])[C:17]([O:19][CH3:20])=[O:18].